Dataset: Forward reaction prediction with 1.9M reactions from USPTO patents (1976-2016). Task: Predict the product of the given reaction. Given the reactants [CH2:1]([O:3][C:4](=[O:27])[CH2:5][CH2:6][NH:7][C:8]([NH:10][C:11]([C:19]1[CH:24]=[CH:23][C:22]([Br:25])=[C:21]([Cl:26])[CH:20]=1)([CH3:18])[CH:12]([CH:15]([CH3:17])[CH3:16])[CH:13]=C)=[O:9])[CH3:2].CSC.C(O)C, predict the reaction product. The product is: [CH2:1]([O:3][C:4](=[O:27])[CH2:5][CH2:6][N:7]1[CH:13]=[C:12]([CH:15]([CH3:16])[CH3:17])[C:11]([C:19]2[CH:24]=[CH:23][C:22]([Br:25])=[C:21]([Cl:26])[CH:20]=2)([CH3:18])[NH:10][C:8]1=[O:9])[CH3:2].